From a dataset of Reaction yield outcomes from USPTO patents with 853,638 reactions. Predict the reaction yield, written as a fraction of the theoretical maximum amount of product (1.0 means a 100% yield; for example, 0.34 means a 34% yield). The reactants are Br[C:2]1[CH:7]=[CH:6][CH:5]=[CH:4][N:3]=1.[CH2:8]([N:12]1[N:16]=[C:15]2[CH:17]=[CH:18][C:19]([CH3:21])=[CH:20][C:14]2=[N:13]1)[CH2:9][C:10]#[CH:11]. No catalyst specified. The product is [CH3:21][C:19]1[CH:18]=[CH:17][C:15]2=[N:16][N:12]([CH2:8][CH2:9][C:10]#[C:11][C:2]3[CH:7]=[CH:6][CH:5]=[CH:4][N:3]=3)[N:13]=[C:14]2[CH:20]=1. The yield is 0.370.